From a dataset of Catalyst prediction with 721,799 reactions and 888 catalyst types from USPTO. Predict which catalyst facilitates the given reaction. Reactant: [OH-:1].[Li+].[CH3:3][C:4]([CH3:19])=[CH:5][C@@H:6]1[CH2:10][N:9]([C:11]([O:13][C:14]([CH3:17])([CH3:16])[CH3:15])=[O:12])[C:8](=[O:18])[CH2:7]1. Product: [C:14]([O:13][C:11]([NH:9][CH2:10][C@@H:6]([CH:5]=[C:4]([CH3:19])[CH3:3])[CH2:7][C:8]([OH:1])=[O:18])=[O:12])([CH3:17])([CH3:16])[CH3:15]. The catalyst class is: 7.